The task is: Predict the product of the given reaction.. This data is from Forward reaction prediction with 1.9M reactions from USPTO patents (1976-2016). Given the reactants [Br:1][C:2]1[S:6][C:5]([S:7](Cl)(=[O:9])=[O:8])=[CH:4][CH:3]=1.[CH3:11][N:12]([CH3:16])[CH2:13][CH2:14][NH2:15].O, predict the reaction product. The product is: [Br:1][C:2]1[S:6][C:5]([S:7]([NH:15][CH2:14][CH2:13][N:12]([CH3:16])[CH3:11])(=[O:9])=[O:8])=[CH:4][CH:3]=1.